From a dataset of Peptide-MHC class II binding affinity with 134,281 pairs from IEDB. Regression. Given a peptide amino acid sequence and an MHC pseudo amino acid sequence, predict their binding affinity value. This is MHC class II binding data. (1) The peptide sequence is SQDLELSWNLGGLQAY. The MHC is DRB1_0401 with pseudo-sequence DRB1_0401. The binding affinity (normalized) is 0.491. (2) The peptide sequence is EEQEQWKTANEAVQD. The MHC is DRB1_0901 with pseudo-sequence DRB1_0901. The binding affinity (normalized) is 0.500. (3) The binding affinity (normalized) is 0.407. The peptide sequence is NDKFTVFEGAFNKAI. The MHC is HLA-DPA10201-DPB10101 with pseudo-sequence HLA-DPA10201-DPB10101. (4) The peptide sequence is QLQPFPQPQLPYPQPQP. The MHC is HLA-DQA10301-DQB10302 with pseudo-sequence HLA-DQA10301-DQB10302. The binding affinity (normalized) is 0.0457. (5) The peptide sequence is DKYNKQLMVSSCVTS. The MHC is H-2-IAb with pseudo-sequence H-2-IAb. The binding affinity (normalized) is 0.201. (6) The peptide sequence is AAHSAAFEDLRVSSY. The MHC is DRB1_0301 with pseudo-sequence DRB1_0301. The binding affinity (normalized) is 0.369. (7) The peptide sequence is EKKYFAATMFEPLAA. The MHC is HLA-DQA10101-DQB10501 with pseudo-sequence HLA-DQA10101-DQB10501. The binding affinity (normalized) is 0.651. (8) The peptide sequence is SSPDNVKPLYIITPT. The MHC is HLA-DQA10401-DQB10402 with pseudo-sequence HLA-DQA10401-DQB10402. The binding affinity (normalized) is 0. (9) The peptide sequence is GNTPIFKSGRGCGSC. The MHC is DRB3_0202 with pseudo-sequence DRB3_0202. The binding affinity (normalized) is 0.